From a dataset of Catalyst prediction with 721,799 reactions and 888 catalyst types from USPTO. Predict which catalyst facilitates the given reaction. (1) Product: [C:1]([O:5][C:6](=[O:14])[C:7]1[CH:12]=[CH:11][C:10]([C:18]2[CH:19]=[CH:20][C:15]([CH3:24])=[CH:16][CH:17]=2)=[CH:9][CH:8]=1)([CH3:4])([CH3:3])[CH3:2]. The catalyst class is: 398. Reactant: [C:1]([O:5][C:6](=[O:14])[C:7]1[CH:12]=[CH:11][C:10](Br)=[CH:9][CH:8]=1)([CH3:4])([CH3:3])[CH3:2].[C:15]1([CH3:24])[CH:20]=[CH:19][C:18](B(O)O)=[CH:17][CH:16]=1.C(=O)([O-])[O-].[Na+].[Na+]. (2) Reactant: Cl[C:2]1[C:7]2[CH:8]=[C:9]([S:11]([O-:13])=[O:12])[S:10][C:6]=2[CH:5]=[CH:4][N:3]=1.[Li+].[F:15][C:16]([F:26])([F:25])[C:17]1[CH:18]=[C:19]([CH:22]=[CH:23][CH:24]=1)[CH2:20]Br.[C:27]([O:31][C:32]([N:34]1[CH2:39][CH2:38][NH:37][CH2:36][CH2:35]1)=[O:33])([CH3:30])([CH3:29])[CH3:28]. Product: [C:27]([O:31][C:32]([N:34]1[CH2:39][CH2:38][N:37]([C:2]2[C:7]3[CH:8]=[C:9]([S:11]([CH2:20][C:19]4[CH:22]=[CH:23][CH:24]=[C:17]([C:16]([F:26])([F:25])[F:15])[CH:18]=4)(=[O:13])=[O:12])[S:10][C:6]=3[CH:5]=[CH:4][N:3]=2)[CH2:36][CH2:35]1)=[O:33])([CH3:30])([CH3:28])[CH3:29]. The catalyst class is: 10. (3) Reactant: [CH3:1][O:2][C:3]1[CH:8]=[CH:7][CH:6]=[CH:5][C:4]=1[C:9](=[NH:11])[NH2:10].C[O-].[Na+].O=[C:16]1[CH2:23][CH2:22][CH2:21][CH2:20][CH2:19][CH2:18][CH:17]1[C:24](OCC)=[O:25]. Product: [CH3:1][O:2][C:3]1[CH:8]=[CH:7][CH:6]=[CH:5][C:4]=1[C:9]1[NH:10][C:16]2[CH2:23][CH2:22][CH2:21][CH2:20][CH2:19][CH2:18][C:17]=2[C:24](=[O:25])[N:11]=1. The catalyst class is: 71. (4) Reactant: [Li]CCCC.CCCCCC.[CH3:12][C:13]1[CH:17]=[CH:16][N:15]([CH:18]2[CH2:23][CH2:22][CH2:21][CH2:20][O:19]2)[N:14]=1.CO[B:26]1[O:30][C:29]([CH3:32])([CH3:31])[C:28]([CH3:34])([CH3:33])[O:27]1. Product: [CH3:12][C:13]1[CH:17]=[C:16]([B:26]2[O:30][C:29]([CH3:32])([CH3:31])[C:28]([CH3:34])([CH3:33])[O:27]2)[N:15]([CH:18]2[CH2:23][CH2:22][CH2:21][CH2:20][O:19]2)[N:14]=1. The catalyst class is: 1. (5) The catalyst class is: 2. Product: [Cl:18][CH2:19][C:20]([NH:8][C@H:7]([C:1]1[CH:6]=[CH:5][CH:4]=[CH:3][CH:2]=1)[CH2:9][OH:10])=[O:21]. Reactant: [C:1]1([C@H:7]([CH2:9][OH:10])[NH2:8])[CH:6]=[CH:5][CH:4]=[CH:3][CH:2]=1.C(N(CC)CC)C.[Cl:18][CH2:19][C:20](Cl)=[O:21]. (6) Reactant: [CH2:1]([OH:21])[CH2:2][CH:3]([CH2:5][CH2:6][CH2:7][CH:8]([CH2:10][CH2:11][CH2:12][CH:13]([CH2:15][CH2:16][CH2:17][CH:18]([CH3:20])[CH3:19])[CH3:14])[CH3:9])[CH3:4].[Cl:22][C:23](Cl)([O:25]C(=O)OC(Cl)(Cl)Cl)Cl.N1C=CC=CC=1. Product: [Cl:22][C:23]([O:21][CH2:1][CH2:2][CH:3]([CH2:5][CH2:6][CH2:7][CH:8]([CH2:10][CH2:11][CH2:12][CH:13]([CH2:15][CH2:16][CH2:17][CH:18]([CH3:20])[CH3:19])[CH3:14])[CH3:9])[CH3:4])=[O:25]. The catalyst class is: 4.